From a dataset of Forward reaction prediction with 1.9M reactions from USPTO patents (1976-2016). Predict the product of the given reaction. (1) Given the reactants O[CH:2]([C:13]1[C:14]([C:24]2[CH:29]=[CH:28][C:27]([CH3:30])=[CH:26][CH:25]=2)=[N:15][N:16]2[CH:21]=[C:20]([O:22][CH3:23])[CH:19]=[CH:18][C:17]=12)[C:3]1[N:8]=[C:7]([C:9]([O:11][CH3:12])=[O:10])[CH:6]=[CH:5][CH:4]=1.C([SiH](CC)CC)C.FC(F)(F)C(O)=O.C(=O)(O)[O-].[Na+], predict the reaction product. The product is: [CH3:23][O:22][C:20]1[CH:19]=[CH:18][C:17]2[N:16]([N:15]=[C:14]([C:24]3[CH:29]=[CH:28][C:27]([CH3:30])=[CH:26][CH:25]=3)[C:13]=2[CH2:2][C:3]2[N:8]=[C:7]([C:9]([O:11][CH3:12])=[O:10])[CH:6]=[CH:5][CH:4]=2)[CH:21]=1. (2) Given the reactants [F:1][C:2]1[CH:3]=[C:4]2[C:9](=[CH:10][CH:11]=1)[N:8]=[C:7](/[CH:12]=[CH:13]/[C:14]1[N:19]=[C:18]([NH:20][C@H:21]3[CH2:26][CH2:25][C@H:24]([O:27][CH3:28])[CH2:23][CH2:22]3)[CH:17]=[C:16]([N:29]3[CH2:33][CH2:32][CH2:31][CH2:30]3)[N:15]=1)[C:6]([CH3:34])=[N:5]2.[ClH:35], predict the reaction product. The product is: [ClH:35].[ClH:35].[F:1][C:2]1[CH:3]=[C:4]2[C:9](=[CH:10][CH:11]=1)[N:8]=[C:7](/[CH:12]=[CH:13]/[C:14]1[N:19]=[C:18]([NH:20][C@H:21]3[CH2:22][CH2:23][C@H:24]([O:27][CH3:28])[CH2:25][CH2:26]3)[CH:17]=[C:16]([N:29]3[CH2:33][CH2:32][CH2:31][CH2:30]3)[N:15]=1)[C:6]([CH3:34])=[N:5]2.[F:1][C:2]1[CH:3]=[C:4]2[C:9](=[CH:10][CH:11]=1)[N:8]=[C:7](/[CH:12]=[CH:13]/[C:14]1[N:19]=[C:18]([NH:20][C@H:21]3[CH2:22][CH2:23][C@H:24]([O:27][CH3:28])[CH2:25][CH2:26]3)[CH:17]=[C:16]([N:29]3[CH2:33][CH2:32][CH2:31][CH2:30]3)[N:15]=1)[C:6]([CH3:34])=[N:5]2.